This data is from Forward reaction prediction with 1.9M reactions from USPTO patents (1976-2016). The task is: Predict the product of the given reaction. (1) The product is: [C:1]([C:5]1[CH:10]=[CH:9][C:8]([NH:11][C:12]([NH:14][C@H:15]([CH2:19][CH3:20])[CH2:16][CH:17]=[O:18])=[O:13])=[CH:7][CH:6]=1)([CH3:4])([CH3:3])[CH3:2]. Given the reactants [C:1]([C:5]1[CH:10]=[CH:9][C:8]([NH:11][C:12]([NH:14][C@H:15]([CH2:19][CH3:20])[CH2:16][CH2:17][OH:18])=[O:13])=[CH:7][CH:6]=1)([CH3:4])([CH3:3])[CH3:2], predict the reaction product. (2) Given the reactants B1(C)OC(C2C=CC=CC=2)(C2C=CC=CC=2)[C@H]2N1CCC2.[C:22]([CH2:30][CH2:31][C:32]([O:34][CH3:35])=[O:33])(=[O:29])[C:23]1[CH:28]=[CH:27][CH:26]=[CH:25][CH:24]=1.C([O-])([O-])=O.[K+].[K+], predict the reaction product. The product is: [OH:29][C@@H:22]([C:23]1[CH:24]=[CH:25][CH:26]=[CH:27][CH:28]=1)[CH2:30][CH2:31][C:32]([O:34][CH3:35])=[O:33]. (3) The product is: [CH3:12][O:13][CH2:14][O:7][CH2:6][C:5]1[CH:8]=[CH:9][C:2]([Br:1])=[CH:3][CH:4]=1. Given the reactants [Br:1][C:2]1[CH:9]=[CH:8][C:5]([CH2:6][OH:7])=[CH:4][CH:3]=1.[Li+].[Br-].[CH3:12][O:13][CH2:14]OC, predict the reaction product. (4) Given the reactants F[C:2]1[C:3]([CH:8]2[CH2:13][CH2:12][CH2:11][C:10](=[O:14])[CH2:9]2)=[N:4][CH:5]=[CH:6][N:7]=1.C(=O)([O-])[O-].[Cs+].[Cs+].[S:21]1[C:25]2[CH:26]=[CH:27][CH:28]=[CH:29][C:24]=2[N:23]=[C:22]1[NH:30][C:31]1[CH:36]=[CH:35][C:34]([OH:37])=[CH:33][CH:32]=1.O, predict the reaction product. The product is: [S:21]1[C:25]2[CH:26]=[CH:27][CH:28]=[CH:29][C:24]=2[N:23]=[C:22]1[NH:30][C:31]1[CH:36]=[CH:35][C:34]([O:37][C:2]2[C:3]([CH:8]3[CH2:13][CH2:12][CH2:11][C:10](=[O:14])[CH2:9]3)=[N:4][CH:5]=[CH:6][N:7]=2)=[CH:33][CH:32]=1. (5) Given the reactants [Cl:1][C:2]1[CH:3]=[C:4]([C:9]2[CH:14]=[C:13]([CH:15]([F:17])[F:16])[N:12]3[N:18]=[CH:19][C:20]([C:21](O)=[O:22])=[C:11]3[N:10]=2)[CH:5]=[CH:6][C:7]=1[Cl:8].[S:24]([C:28]1[CH:29]=[C:30]([NH2:34])[CH:31]=[CH:32][CH:33]=1)(=[O:27])(=[O:26])[NH2:25], predict the reaction product. The product is: [S:24]([C:28]1[CH:29]=[C:30]([NH:34][C:21]([C:20]2[CH:19]=[N:18][N:12]3[C:13]([CH:15]([F:16])[F:17])=[CH:14][C:9]([C:4]4[CH:5]=[CH:6][C:7]([Cl:8])=[C:2]([Cl:1])[CH:3]=4)=[N:10][C:11]=23)=[O:22])[CH:31]=[CH:32][CH:33]=1)(=[O:26])(=[O:27])[NH2:25]. (6) Given the reactants C(OC(=O)[NH:7][C:8]1[CH:13]=[CH:12][C:11]([C:14]2[CH:19]=[CH:18][CH:17]=[CH:16][C:15]=2[O:20][CH3:21])=[CH:10][C:9]=1[NH2:22])(C)(C)C.CC1(C)O[C:29]([C:31]2[CH:32]=[C:33]([CH:36]=[CH:37][CH:38]=2)[C:34]#[N:35])=[CH:28][C:27](=[O:39])O1.C(O)(C(F)(F)F)=O, predict the reaction product. The product is: [CH3:21][O:20][C:15]1[CH:16]=[CH:17][CH:18]=[CH:19][C:14]=1[C:11]1[CH:12]=[CH:13][C:8]2[N:7]=[C:29]([C:31]3[CH:32]=[C:33]([CH:36]=[CH:37][CH:38]=3)[C:34]#[N:35])[CH2:28][C:27](=[O:39])[NH:22][C:9]=2[CH:10]=1. (7) Given the reactants [C:1]([CH:3]1[CH2:6][N:5]([C:7](=[O:31])[C@H:8]([NH:10][C:11]([C:13]2[C:21]3[C:16](=[N:17][CH:18]=[C:19](Br)[N:20]=3)[N:15]([CH2:23][O:24][CH2:25][CH2:26][Si:27]([CH3:30])([CH3:29])[CH3:28])[CH:14]=2)=[O:12])[CH3:9])[CH2:4]1)#[N:2].[Cl:32][C:33]1[CH:41]=[C:40]2[C:36]([C:37](B3OC(C)(C)C(C)(C)O3)=[CH:38][N:39]2C(OC(C)(C)C)=O)=[CH:35][CH:34]=1.C(=O)([O-])[O-].[Na+].[Na+], predict the reaction product. The product is: [C:1]([CH:3]1[CH2:6][N:5]([C:7](=[O:31])[C@H:8]([NH:10][C:11]([C:13]2[C:21]3[C:16](=[N:17][CH:18]=[C:19]([C:37]4[C:36]5[C:40](=[CH:41][C:33]([Cl:32])=[CH:34][CH:35]=5)[NH:39][CH:38]=4)[N:20]=3)[N:15]([CH2:23][O:24][CH2:25][CH2:26][Si:27]([CH3:30])([CH3:29])[CH3:28])[CH:14]=2)=[O:12])[CH3:9])[CH2:4]1)#[N:2]. (8) Given the reactants [N+:1]([C:4]1[C:12]2[S:11][C:10]([NH:13][CH:14]([C:16]3[CH:21]=[CH:20][CH:19]=[CH:18][CH:17]=3)[CH3:15])=[N:9][C:8]=2[CH:7]=[CH:6][CH:5]=1)([O-])=O.C(=O)(O)[O-].[Na+], predict the reaction product. The product is: [C:16]1([CH:14]([NH:13][C:10]2[S:11][C:12]3[C:4]([NH2:1])=[CH:5][CH:6]=[CH:7][C:8]=3[N:9]=2)[CH3:15])[CH:17]=[CH:18][CH:19]=[CH:20][CH:21]=1. (9) Given the reactants [CH3:1][S:2]([N:5](S(C)(=O)=O)[C:6]1[CH:18]=[CH:17][C:9]2[S:10][C:11]([C:13]([O:15]C)=[O:14])=[CH:12][C:8]=2[CH:7]=1)(=[O:4])=[O:3].O.[OH-].[Li+].O, predict the reaction product. The product is: [CH3:1][S:2]([NH:5][C:6]1[CH:18]=[CH:17][C:9]2[S:10][C:11]([C:13]([OH:15])=[O:14])=[CH:12][C:8]=2[CH:7]=1)(=[O:3])=[O:4]. (10) Given the reactants [H-].[Na+].[OH:3][C@@H:4]([CH2:15][O:16][CH:17]([CH3:19])[CH3:18])[C:5]([NH:7][C:8]1[CH:13]=[CH:12][C:11]([CH3:14])=[CH:10][N:9]=1)=[O:6].[CH3:20][N:21]1[CH:25]=[CH:24][N:23]=[C:22]1[N:26]1[C:30]2=[N:31][CH:32]=[N:33][C:34](OC3C=CC=CC=3)=[C:29]2[CH:28]=[N:27]1, predict the reaction product. The product is: [CH:17]([O:16][CH2:15][C@H:4]([O:3][C:34]1[N:33]=[CH:32][N:31]=[C:30]2[N:26]([C:22]3[N:21]([CH3:20])[CH:25]=[CH:24][N:23]=3)[N:27]=[CH:28][C:29]=12)[C:5]([NH:7][C:8]1[CH:13]=[CH:12][C:11]([CH3:14])=[CH:10][N:9]=1)=[O:6])([CH3:19])[CH3:18].